This data is from Catalyst prediction with 721,799 reactions and 888 catalyst types from USPTO. The task is: Predict which catalyst facilitates the given reaction. (1) Reactant: Br[CH2:2][CH2:3][C:4]1[CH:9]=[CH:8][CH:7]=[CH:6][CH:5]=1.[Li]CCCC.[Br:15][C:16]1[CH:17]=[CH:18][C:19]([O:24][CH3:25])=[C:20]([CH:23]=1)[CH:21]=[O:22]. The catalyst class is: 134. Product: [Br:15][C:16]1[CH:17]=[CH:18][C:19]([O:24][CH3:25])=[C:20]([CH:23]=1)[CH:21]([OH:22])[C:7]1[CH:8]=[CH:9][C:4]([CH2:3][CH3:2])=[CH:5][CH:6]=1. (2) Reactant: C([O:8][C:9]1[CH:14]=[CH:13][C:12]([C@@H:15]([NH:28][C:29](=[O:38])[C@H:30]([C:32]2[CH:37]=[CH:36][CH:35]=[CH:34][CH:33]=2)[CH3:31])[C@H:16]2[CH2:20][CH2:19][CH2:18][N:17]2[C:21]([O:23][C:24]([CH3:27])([CH3:26])[CH3:25])=[O:22])=[CH:11][CH:10]=1)C1C=CC=CC=1.[H][H]. Product: [OH:8][C:9]1[CH:14]=[CH:13][C:12]([C@@H:15]([NH:28][C:29](=[O:38])[C@H:30]([C:32]2[CH:33]=[CH:34][CH:35]=[CH:36][CH:37]=2)[CH3:31])[C@H:16]2[CH2:20][CH2:19][CH2:18][N:17]2[C:21]([O:23][C:24]([CH3:27])([CH3:26])[CH3:25])=[O:22])=[CH:11][CH:10]=1. The catalyst class is: 43.